From a dataset of Reaction yield outcomes from USPTO patents with 853,638 reactions. Predict the reaction yield, written as a fraction of the theoretical maximum amount of product (1.0 means a 100% yield; for example, 0.34 means a 34% yield). (1) The reactants are N12CCCN=C1CCCCC2.Cl.[NH2:13][CH2:14][C:15]1[CH:23]=[CH:22][CH:21]=[C:20]2[C:16]=1[CH2:17][N:18]([CH:25]1[CH2:30][CH2:29][C:28](=[O:31])[NH:27][C:26]1=[O:32])[C:19]2=[O:24].[CH2:33]([N:35]=[C:36]=[O:37])[CH3:34]. The catalyst is C(#N)C. The product is [O:32]=[C:26]1[CH:25]([N:18]2[CH2:17][C:16]3[C:20](=[CH:21][CH:22]=[CH:23][C:15]=3[CH2:14][NH:13][C:36]([NH:35][CH2:33][CH3:34])=[O:37])[C:19]2=[O:24])[CH2:30][CH2:29][C:28](=[O:31])[NH:27]1. The yield is 0.420. (2) The reactants are Br[C:2]1[CH:23]=[CH:22][C:5]([C:6]([NH:8][S:9]([C:12]2[CH:17]=[CH:16][CH:15]=[CH:14][C:13]=2[S:18](=[O:21])(=[O:20])[NH2:19])(=[O:11])=[O:10])=[O:7])=[CH:4][N:3]=1.[CH:24]1([C:29]#[CH:30])[CH2:28][CH2:27][CH2:26][CH2:25]1.C(N(CC)CC)C.O. The catalyst is CN(C)C=O.[Cu]I.C1C=CC([P]([Pd]([P](C2C=CC=CC=2)(C2C=CC=CC=2)C2C=CC=CC=2)([P](C2C=CC=CC=2)(C2C=CC=CC=2)C2C=CC=CC=2)[P](C2C=CC=CC=2)(C2C=CC=CC=2)C2C=CC=CC=2)(C2C=CC=CC=2)C2C=CC=CC=2)=CC=1.C(OCC)(=O)C. The product is [CH:24]1([C:29]#[C:30][C:2]2[CH:23]=[CH:22][C:5]([C:6]([NH:8][S:9]([C:12]3[CH:17]=[CH:16][CH:15]=[CH:14][C:13]=3[S:18](=[O:21])(=[O:20])[NH2:19])(=[O:11])=[O:10])=[O:7])=[CH:4][N:3]=2)[CH2:28][CH2:27][CH2:26][CH2:25]1. The yield is 0.490. (3) The reactants are [NH2:1][C@@H:2]([CH2:33][C:34]1[CH:39]=[CH:38][CH:37]=[CH:36][CH:35]=1)[C@@H:3]([OH:32])[CH2:4][C@H:5]([NH:19][C:20]([C@@H:22]([NH:27][C:28](=[O:31])[O:29][CH3:30])[C:23]([CH3:26])([CH3:25])[CH3:24])=[O:21])[CH2:6][C:7]1[CH:12]=[CH:11][C:10]([C:13]2[CH:18]=[CH:17][CH:16]=[CH:15][N:14]=2)=[CH:9][CH:8]=1.[CH3:40][C:41]([CH3:61])([CH3:60])[C@H:42]([N:46]1[CH2:50][CH2:49][N:48]([CH2:51][C:52]2[CH:57]=[CH:56][CH:55]=[C:54]([CH3:58])[CH:53]=2)[C:47]1=[O:59])[C:43](O)=[O:44].CCOP(ON1N=NC2C=CC=CC=2C1=O)(OCC)=O.C(N(CC)C(C)C)(C)C. The catalyst is C1COCC1. The product is [CH3:40][C:41]([CH3:61])([CH3:60])[C@H:42]([N:46]1[CH2:50][CH2:49][N:48]([CH2:51][C:52]2[CH:57]=[CH:56][CH:55]=[C:54]([CH3:58])[CH:53]=2)[C:47]1=[O:59])[C:43]([NH:1][C@@H:2]([CH2:33][C:34]1[CH:35]=[CH:36][CH:37]=[CH:38][CH:39]=1)[C@@H:3]([OH:32])[CH2:4][C@H:5]([NH:19][C:20]([C@@H:22]([NH:27][C:28](=[O:31])[O:29][CH3:30])[C:23]([CH3:26])([CH3:25])[CH3:24])=[O:21])[CH2:6][C:7]1[CH:12]=[CH:11][C:10]([C:13]2[CH:18]=[CH:17][CH:16]=[CH:15][N:14]=2)=[CH:9][CH:8]=1)=[O:44]. The yield is 0.420. (4) The reactants are [CH2:1]([C:3]1[CH:8]=[C:7]([O:9][CH3:10])[C:6]([F:11])=[CH:5][C:4]=1[C:12]1[CH:20]=[C:19]2[C:15]([C:16](I)=[N:17][N:18]2[CH:21]2[CH2:26][CH2:25][CH2:24][CH2:23][O:22]2)=[CH:14][CH:13]=1)[CH3:2].[CH3:28][Sn:29]([CH3:35])([CH3:34])[Sn:29]([CH3:35])([CH3:34])[CH3:28]. The catalyst is C1(C)C=CC=CC=1.[Pd].C1(P(C2C=CC=CC=2)C2C=CC=CC=2)C=CC=CC=1.C1(P(C2C=CC=CC=2)C2C=CC=CC=2)C=CC=CC=1.C1(P(C2C=CC=CC=2)C2C=CC=CC=2)C=CC=CC=1.C1(P(C2C=CC=CC=2)C2C=CC=CC=2)C=CC=CC=1. The product is [CH2:1]([C:3]1[CH:8]=[C:7]([O:9][CH3:10])[C:6]([F:11])=[CH:5][C:4]=1[C:12]1[CH:20]=[C:19]2[C:15]([C:16]([Sn:29]([CH3:35])([CH3:34])[CH3:28])=[N:17][N:18]2[CH:21]2[CH2:26][CH2:25][CH2:24][CH2:23][O:22]2)=[CH:14][CH:13]=1)[CH3:2]. The yield is 0.650. (5) The yield is 0.810. The reactants are [Cl:1][C:2]1[CH:3]=[CH:4][C:5]([CH2:8][C:9]#[N:10])=[N:6][CH:7]=1.[Cl:11][C:12]1[C:13]([F:20])=[C:14]([CH:17]=[CH:18][CH:19]=1)[CH:15]=O.C[O-].[Na+]. The product is [Cl:11][C:12]1[C:13]([F:20])=[C:14](/[CH:15]=[C:8](/[C:5]2[CH:4]=[CH:3][C:2]([Cl:1])=[CH:7][N:6]=2)\[C:9]#[N:10])[CH:17]=[CH:18][CH:19]=1. The catalyst is CO.